This data is from Catalyst prediction with 721,799 reactions and 888 catalyst types from USPTO. The task is: Predict which catalyst facilitates the given reaction. Reactant: [CH:1]1[C:6]([Cl:7])=[CH:5][C:4]([OH:8])=[C:3]([O:9][C:10]2[CH:11]=[CH:12][C:13]([Cl:17])=[CH:14][C:15]=2[Cl:16])[CH:2]=1.[C:18](Cl)(=[O:21])[CH:19]=[CH2:20].C(N(CC)CC)C. Product: [CH2:20]=[CH:19][C:18]([O:8][C:4]1[CH:5]=[C:6]([Cl:7])[CH:1]=[CH:2][C:3]=1[O:9][C:10]1[CH:11]=[CH:12][C:13]([Cl:17])=[CH:14][C:15]=1[Cl:16])=[O:21]. The catalyst class is: 7.